This data is from Forward reaction prediction with 1.9M reactions from USPTO patents (1976-2016). The task is: Predict the product of the given reaction. (1) Given the reactants C[O:2][C:3](=[O:34])[C@@H:4]([O:31][CH2:32][CH3:33])[CH2:5][C:6]1[CH:11]=[CH:10][C:9]([O:12][CH2:13][C:14]2[N:15]=[C:16]([C:20]3[CH:25]=[CH:24][C:23]([CH:26]([CH3:28])[CH3:27])=[CH:22][CH:21]=3)[O:17][C:18]=2[CH3:19])=[CH:8][C:7]=1[O:29][CH3:30].[Li+].[OH-], predict the reaction product. The product is: [CH2:32]([O:31][C@@H:4]([CH2:5][C:6]1[CH:11]=[CH:10][C:9]([O:12][CH2:13][C:14]2[N:15]=[C:16]([C:20]3[CH:25]=[CH:24][C:23]([CH:26]([CH3:27])[CH3:28])=[CH:22][CH:21]=3)[O:17][C:18]=2[CH3:19])=[CH:8][C:7]=1[O:29][CH3:30])[C:3]([OH:34])=[O:2])[CH3:33]. (2) Given the reactants [CH2:1]([O:3][C:4](=[O:20])[CH2:5][N:6]=[C:7]([C:14]1[CH:19]=[CH:18][CH:17]=[CH:16][CH:15]=1)[C:8]1[CH:13]=[CH:12][CH:11]=[CH:10][CH:9]=1)[CH3:2].CC(C)([O-])C.[K+].Br[CH2:28][C:29]1[CH:34]=[CH:33][C:32]([Cl:35])=[CH:31][C:30]=1[CH3:36], predict the reaction product. The product is: [CH2:1]([O:3][C:4](=[O:20])[CH:5]([N:6]=[C:7]([C:14]1[CH:19]=[CH:18][CH:17]=[CH:16][CH:15]=1)[C:8]1[CH:9]=[CH:10][CH:11]=[CH:12][CH:13]=1)[CH2:28][C:29]1[CH:34]=[CH:33][C:32]([Cl:35])=[CH:31][C:30]=1[CH3:36])[CH3:2]. (3) Given the reactants [Br:1][C:2]1[C:3](F)=[C:4]2[C:10]([NH:11][C:12](=[O:16])[CH:13]([CH3:15])[CH3:14])=[CH:9][NH:8][C:5]2=[N:6][CH:7]=1.[F:18][C@@H:19]1[CH2:24][CH2:23][NH:22][CH2:21][C@H:20]1[NH:25]C(=O)OC(C)(C)C.CCN(C(C)C)C(C)C.C(O)(C(F)(F)F)=O.C(Cl)[Cl:50], predict the reaction product. The product is: [ClH:50].[NH2:25][C@H:20]1[C@H:19]([F:18])[CH2:24][CH2:23][N:22]([C:3]2[C:2]([Br:1])=[CH:7][N:6]=[C:5]3[NH:8][CH:9]=[C:10]([NH:11][C:12](=[O:16])[CH:13]([CH3:15])[CH3:14])[C:4]=23)[CH2:21]1. (4) The product is: [CH3:15][C:3]1[C:2]([B:27]([OH:32])[OH:28])=[C:7]([CH3:8])[N:6]=[C:5]([N:9]2[CH2:14][CH2:13][O:12][CH2:11][CH2:10]2)[N:4]=1. Given the reactants Br[C:2]1[C:3]([CH3:15])=[N:4][C:5]([N:9]2[CH2:14][CH2:13][O:12][CH2:11][CH2:10]2)=[N:6][C:7]=1[CH3:8].CCCCCC.C([Li])CCC.[B:27](OC(C)C)([O:32]C(C)C)[O:28]C(C)C.[Cl-].[NH4+], predict the reaction product. (5) Given the reactants [C:1]([O:5][C:6]([N:8]1[CH2:13][CH2:12][C:11]([C:15]2[S:23][C:22]3[C:21]([N:24]4[CH2:29][CH2:28][O:27][CH2:26][CH2:25]4)=[N:20][C:19]([Cl:30])=[N:18][C:17]=3[CH:16]=2)([OH:14])[CH2:10][CH2:9]1)=[O:7])([CH3:4])([CH3:3])[CH3:2].[H-].[Na+].I[CH3:34], predict the reaction product. The product is: [C:1]([O:5][C:6]([N:8]1[CH2:9][CH2:10][C:11]([C:15]2[S:23][C:22]3[C:21]([N:24]4[CH2:25][CH2:26][O:27][CH2:28][CH2:29]4)=[N:20][C:19]([Cl:30])=[N:18][C:17]=3[CH:16]=2)([O:14][CH3:34])[CH2:12][CH2:13]1)=[O:7])([CH3:4])([CH3:2])[CH3:3]. (6) The product is: [NH2:29][C:27](=[O:28])[C:26]([C:8]1[C:7]2[C:11](=[C:12]3[CH2:17][CH2:16][CH2:15][C:13]3=[CH:14][C:6]=2[O:5][CH2:4][C:3]([OH:31])=[O:2])[N:10]([CH2:18][C:19]2[CH:24]=[CH:23][CH:22]=[CH:21][CH:20]=2)[C:9]=1[CH3:25])=[O:30]. Given the reactants C[O:2][C:3](=[O:31])[CH2:4][O:5][C:6]1[CH:14]=[C:13]2[CH2:15][CH2:16][CH2:17][C:12]2=[C:11]2[C:7]=1[C:8]([C:26](=[O:30])[C:27]([NH2:29])=[O:28])=[C:9]([CH3:25])[N:10]2[CH2:18][C:19]1[CH:24]=[CH:23][CH:22]=[CH:21][CH:20]=1.[OH-].[Li+], predict the reaction product. (7) Given the reactants C[O:2][C:3]1[CH:8]=[CH:7][C:6]([C:9]([C:11]2[CH:16]=[CH:15][C:14]([S:17]([CH3:20])(=[O:19])=[O:18])=[CH:13][CH:12]=2)=[O:10])=[CH:5][CH:4]=1.[Cl-].[Al+3].[Cl-].[Cl-].O, predict the reaction product. The product is: [OH:2][C:3]1[CH:8]=[CH:7][C:6]([C:9]([C:11]2[CH:16]=[CH:15][C:14]([S:17]([CH3:20])(=[O:19])=[O:18])=[CH:13][CH:12]=2)=[O:10])=[CH:5][CH:4]=1. (8) Given the reactants C1(S([C:10]2([CH2:16][CH2:17][O:18][CH2:19][C:20]3[CH:25]=[CH:24][CH:23]=[CH:22][CH:21]=3)[CH2:15][CH2:14][CH2:13][CH:12]=[CH:11]2)(=O)=O)C=CC=CC=1.CC(C)([O-])C.[K+], predict the reaction product. The product is: [C:10]1([CH2:16][CH2:17][O:18][CH2:19][C:20]2[CH:21]=[CH:22][CH:23]=[CH:24][CH:25]=2)[CH2:15][CH2:14][CH:13]=[CH:12][CH:11]=1.